Dataset: Reaction yield outcomes from USPTO patents with 853,638 reactions. Task: Predict the reaction yield, written as a fraction of the theoretical maximum amount of product (1.0 means a 100% yield; for example, 0.34 means a 34% yield). (1) The reactants are [CH3:1][O-].[Na+].[F:4][CH2:5][CH2:6][O:7][CH2:8][CH2:9][O:10][CH2:11][CH2:12][O:13][C:14]1[CH:23]=[CH:22][C:21]2[C:16](=[CH:17][CH:18]=[C:19]([C:24]3[CH:29]=[CH:28][C:27]([NH2:30])=[CH:26][CH:25]=3)[CH:20]=2)[N:15]=1.C=O.[BH4-].[Na+]. The catalyst is CO.ClCCl. The product is [F:4][CH2:5][CH2:6][O:7][CH2:8][CH2:9][O:10][CH2:11][CH2:12][O:13][C:14]1[CH:23]=[CH:22][C:21]2[C:16](=[CH:17][CH:18]=[C:19]([C:24]3[CH:29]=[CH:28][C:27]([NH:30][CH3:1])=[CH:26][CH:25]=3)[CH:20]=2)[N:15]=1. The yield is 0.720. (2) The reactants are [NH:1](C(OC(C)(C)C)=O)[C@H:2]([C:8]([O:10]C(C)(C)C)=[O:9])[CH2:3][CH2:4][C:5](=[O:7])O.C1C=C2N=NN(O)C2=CC=1.O.C(N=C=NC(C)C)(C)C.[CH:42]1[C:47]([S:48]([OH:51])(=[O:50])=[O:49])=[C:46]([OH:52])[C:45]([NH2:53])=[CH:44][C:43]=1[Cl:54]. The catalyst is CN(C=O)C.C(N(CC)CC)C. The product is [Cl:54][C:43]1[CH:42]=[C:47]([S:48]([OH:51])(=[O:49])=[O:50])[C:46]([OH:52])=[C:45]([NH:53][C:5](=[O:7])[CH2:4][CH2:3][C@@H:2]([C:8]([OH:10])=[O:9])[NH2:1])[CH:44]=1. The yield is 0.144. (3) The reactants are C([O:4][C@@H:5]1[C@@H:33]([N:34]2[CH:38]=[C:37]([C:39]3[CH:44]=[CH:43][CH:42]=[CH:41][C:40]=3[F:45])[N:36]=[N:35]2)[C@@H:32]([O:46]C(=O)C)[C@@H:31]([CH2:50][O:51]C(=O)C)[O:30][C@H:6]1[S:7][C@@H:8]1[CH2:13][CH2:12][CH2:11][C@H:10]([N:14]2[CH:18]=[C:17]([C:19]3[CH:24]=[CH:23][CH:22]=[CH:21][C:20]=3[F:25])[N:16]=[N:15]2)[C@H:9]1[O:26]C(=O)C)(=O)C. The catalyst is C[O-].[Na+]. The product is [F:45][C:40]1[CH:41]=[CH:42][CH:43]=[CH:44][C:39]=1[C:37]1[N:36]=[N:35][N:34]([C@H:33]2[C@@H:32]([OH:46])[C@@H:31]([CH2:50][OH:51])[O:30][C@@H:6]([S:7][C@@H:8]3[CH2:13][CH2:12][CH2:11][C@H:10]([N:14]4[CH:18]=[C:17]([C:19]5[CH:24]=[CH:23][CH:22]=[CH:21][C:20]=5[F:25])[N:16]=[N:15]4)[C@H:9]3[OH:26])[C@@H:5]2[OH:4])[CH:38]=1. The yield is 0.550.